From a dataset of NCI-60 drug combinations with 297,098 pairs across 59 cell lines. Regression. Given two drug SMILES strings and cell line genomic features, predict the synergy score measuring deviation from expected non-interaction effect. Drug 1: CN(C)C1=NC(=NC(=N1)N(C)C)N(C)C. Drug 2: CN(C(=O)NC(C=O)C(C(C(CO)O)O)O)N=O. Cell line: ACHN. Synergy scores: CSS=-0.773, Synergy_ZIP=1.94, Synergy_Bliss=2.01, Synergy_Loewe=-2.71, Synergy_HSA=-2.07.